This data is from Catalyst prediction with 721,799 reactions and 888 catalyst types from USPTO. The task is: Predict which catalyst facilitates the given reaction. (1) Reactant: [C:1]([O:5][C:6]([N:8]1[CH2:12][CH2:11][CH:10]([OH:13])[CH2:9]1)=[O:7])([CH3:4])([CH3:3])[CH3:2].[H-].[Na+].Cl[C:17]1[N:22]=[CH:21][N:20]=[C:19]2[N:23]([C:26]3[CH:31]=[CH:30][C:29]([S:32]([CH3:35])(=[O:34])=[O:33])=[CH:28][C:27]=3[F:36])[N:24]=[CH:25][C:18]=12. Product: [C:1]([O:5][C:6]([N:8]1[CH2:12][CH2:11][CH:10]([O:13][C:17]2[N:22]=[CH:21][N:20]=[C:19]3[N:23]([C:26]4[CH:31]=[CH:30][C:29]([S:32]([CH3:35])(=[O:34])=[O:33])=[CH:28][C:27]=4[F:36])[N:24]=[CH:25][C:18]=23)[CH2:9]1)=[O:7])([CH3:4])([CH3:2])[CH3:3]. The catalyst class is: 1. (2) Reactant: [ClH:1].[F:2][C:3]([F:21])([F:20])[C:4]1[N:9]=[CH:8][C:7]([C:10]2[CH:15]=[C:14]([C:16]([O:18][CH3:19])=[O:17])[CH:13]=[CH:12][N:11]=2)=[CH:6][CH:5]=1. Product: [ClH:1].[F:21][C:3]([F:2])([F:20])[C:4]1[N:9]=[CH:8][C:7]([CH:10]2[CH2:15][CH:14]([C:16]([O:18][CH3:19])=[O:17])[CH2:13][CH2:12][NH:11]2)=[CH:6][CH:5]=1. The catalyst class is: 603. (3) Reactant: C(OC(=O)C)C.[ClH:7].C(OC([CH2:15][NH:16][CH2:17][C:18]([O:20][CH2:21][N:22]1[C:31]2[C:26](=[C:27]([F:36])[CH:28]=[CH:29][C:30]=2[O:32][CH2:33][CH2:34][CH3:35])[C:25](=[O:37])[C:24]([C:38]2[CH:43]=[CH:42][C:41]([O:44][CH3:45])=[CH:40][CH:39]=2)=[CH:23]1)=[O:19])=O)(C)(C)C. Product: [ClH:7].[CH3:15][NH:16][CH2:17][C:18]([O:20][CH2:21][N:22]1[C:31]2[C:26](=[C:27]([F:36])[CH:28]=[CH:29][C:30]=2[O:32][CH2:33][CH2:34][CH3:35])[C:25](=[O:37])[C:24]([C:38]2[CH:43]=[CH:42][C:41]([O:44][CH3:45])=[CH:40][CH:39]=2)=[CH:23]1)=[O:19]. The catalyst class is: 13. (4) Reactant: Cl[C:2]1[N:7]=[C:6]([Cl:8])[N:5]=[C:4]([CH3:9])[N:3]=1.[NH2:10][C@@H:11]1[C:19]2[C:14](=[CH:15][CH:16]=[CH:17][CH:18]=2)[CH2:13][CH2:12]1.CCN(C(C)C)C(C)C.O. Product: [Cl:8][C:6]1[N:5]=[C:4]([CH3:9])[N:3]=[C:2]([NH:10][C@@H:11]2[C:19]3[C:14](=[CH:15][CH:16]=[CH:17][CH:18]=3)[CH2:13][CH2:12]2)[N:7]=1. The catalyst class is: 575.